Dataset: Rat liver microsome stability data. Task: Regression/Classification. Given a drug SMILES string, predict its absorption, distribution, metabolism, or excretion properties. Task type varies by dataset: regression for continuous measurements (e.g., permeability, clearance, half-life) or binary classification for categorical outcomes (e.g., BBB penetration, CYP inhibition). Dataset: rlm. (1) The compound is COc1cc(NC(C)CCCNC(=O)C2CCC3(CC2)OOC2(OO3)C3CC4CC(C3)CC2C4)c2ncccc2c1-c1ccc(F)cc1. The result is 0 (unstable in rat liver microsomes). (2) The compound is O=S(=O)(NCCN1CCNCC1)c1ccc(NC2CCCCC2)c(NCc2ccccc2)c1. The result is 0 (unstable in rat liver microsomes).